From a dataset of Peptide-MHC class II binding affinity with 134,281 pairs from IEDB. Regression. Given a peptide amino acid sequence and an MHC pseudo amino acid sequence, predict their binding affinity value. This is MHC class II binding data. (1) The binding affinity (normalized) is 0.380. The peptide sequence is TNNPHMQDKTMVKKW. The MHC is HLA-DQA10102-DQB10501 with pseudo-sequence HLA-DQA10102-DQB10501. (2) The peptide sequence is DKKETVWHLE. The MHC is HLA-DQA10401-DQB10402 with pseudo-sequence HLA-DQA10401-DQB10402. The binding affinity (normalized) is 0.0128. (3) The binding affinity (normalized) is 0.241. The peptide sequence is NALSVLDKIYTSPLC. The MHC is HLA-DQA10301-DQB10302 with pseudo-sequence HLA-DQA10301-DQB10302.